This data is from NCI-60 drug combinations with 297,098 pairs across 59 cell lines. The task is: Regression. Given two drug SMILES strings and cell line genomic features, predict the synergy score measuring deviation from expected non-interaction effect. (1) Synergy scores: CSS=14.5, Synergy_ZIP=-2.98, Synergy_Bliss=1.67, Synergy_Loewe=-0.794, Synergy_HSA=2.90. Drug 2: C1=CC=C(C(=C1)C(C2=CC=C(C=C2)Cl)C(Cl)Cl)Cl. Drug 1: COC1=C(C=C2C(=C1)N=CN=C2NC3=CC(=C(C=C3)F)Cl)OCCCN4CCOCC4. Cell line: M14. (2) Drug 1: C1=NC2=C(N=C(N=C2N1C3C(C(C(O3)CO)O)O)F)N. Drug 2: CS(=O)(=O)OCCCCOS(=O)(=O)C. Cell line: BT-549. Synergy scores: CSS=3.41, Synergy_ZIP=-4.91, Synergy_Bliss=-1.02, Synergy_Loewe=-2.95, Synergy_HSA=-0.956.